This data is from Reaction yield outcomes from USPTO patents with 853,638 reactions. The task is: Predict the reaction yield, written as a fraction of the theoretical maximum amount of product (1.0 means a 100% yield; for example, 0.34 means a 34% yield). No catalyst specified. The yield is 0.160. The reactants are [O:1]1[CH2:6][CH2:5][CH:4]([O:7][CH2:8][CH2:9][O:10][C:11]2[CH:16]=[CH:15][C:14]([NH2:17])=[CH:13][CH:12]=2)[CH2:3][CH2:2]1.[C:18]([C:20]1[CH:29]=[CH:28][C:23]([C:24]([O:26][CH3:27])=[O:25])=[C:22](F)[CH:21]=1)#[N:19]. The product is [C:18]([C:20]1[CH:29]=[CH:28][C:23]([C:24]([O:26][CH3:27])=[O:25])=[C:22]([NH:17][C:14]2[CH:13]=[CH:12][C:11]([O:10][CH2:9][CH2:8][O:7][CH:4]3[CH2:5][CH2:6][O:1][CH2:2][CH2:3]3)=[CH:16][CH:15]=2)[CH:21]=1)#[N:19].